This data is from Forward reaction prediction with 1.9M reactions from USPTO patents (1976-2016). The task is: Predict the product of the given reaction. (1) Given the reactants [OH:1][CH2:2][CH2:3][O:4][CH2:5][CH2:6][NH:7][C:8](=[O:14])[O:9][C:10]([CH3:13])([CH3:12])[CH3:11].[H-].[Na+].[Cl:17][CH2:18][CH2:19][CH2:20][CH2:21][CH2:22][CH2:23]I, predict the reaction product. The product is: [Cl:17][CH2:18][CH2:19][CH2:20][CH2:21][CH2:22][CH2:23][O:1][CH2:2][CH2:3][O:4][CH2:5][CH2:6][NH:7][C:8](=[O:14])[O:9][C:10]([CH3:11])([CH3:13])[CH3:12]. (2) The product is: [C:4]([Si:1]([CH3:3])([CH3:2])[O:9][CH2:10][CH2:11][CH2:12][O:13][C:14]1[CH:21]=[CH:20][C:17]([C:18]#[N:19])=[CH:16][N:15]=1)([CH3:7])([CH3:6])[CH3:5]. Given the reactants [Si:1](Cl)([C:4]([CH3:7])([CH3:6])[CH3:5])([CH3:3])[CH3:2].[OH:9][CH2:10][CH2:11][CH2:12][O:13][C:14]1[CH:21]=[CH:20][C:17]([C:18]#[N:19])=[CH:16][N:15]=1.CCN(CC)CC, predict the reaction product. (3) The product is: [CH3:7][C:8]1([CH3:17])[C:16]2[C:11](=[CH:12][C:13]([N+:18]([O-:20])=[O:19])=[CH:14][CH:15]=2)[NH:10][CH2:9]1. Given the reactants OS(O)(=O)=O.Cl.[CH3:7][C:8]1([CH3:17])[C:16]2[C:11](=[CH:12][CH:13]=[CH:14][CH:15]=2)[NH:10][CH2:9]1.[N+:18]([O-])([OH:20])=[O:19].[NH4+].[OH-], predict the reaction product. (4) The product is: [F:21][C:20]1[C:15]2[N:3]([CH3:4])[C:1](=[O:2])[O:26][CH2:25][C:16]=2[CH:17]=[C:18]([N+:22]([O-:24])=[O:23])[CH:19]=1. Given the reactants [C:1](N1C=CN=C1)([N:3]1C=CN=[CH:4]1)=[O:2].NC[C:15]1[C:20]([F:21])=[CH:19][C:18]([N+:22]([O-:24])=[O:23])=[CH:17][C:16]=1[CH2:25][OH:26], predict the reaction product. (5) Given the reactants Br[CH:2]([C:10]1[CH:15]=[CH:14][CH:13]=[CH:12][C:11]=1[N+:16]([O-:18])=[O:17])[C:3]([O:5][C:6]([CH3:9])([CH3:8])[CH3:7])=[O:4].[NH2:19][CH2:20][CH2:21][CH2:22][C:23]([OH:25])=[O:24].[C:26](=[O:29])([O-])[O-:27].[K+].[K+].[OH2:32], predict the reaction product. The product is: [C:6]([O:5][C:3](=[O:4])[CH:2]([NH:19][CH2:20][CH2:21][CH2:22][C:23]([O:25][CH:2]([C:10]1[CH:15]=[CH:14][CH:13]=[CH:12][C:11]=1[N+:16]([O-:17])=[O:32])[C:26]([O:27][C:6]([CH3:9])([CH3:8])[CH3:7])=[O:29])=[O:24])[C:10]1[CH:15]=[CH:14][CH:13]=[CH:12][C:11]=1[N+:16]([O-:18])=[O:17])([CH3:9])([CH3:8])[CH3:7]. (6) Given the reactants [CH3:1][O:2][C:3]([C:5]1[C:9]([NH:10][C:11](=[O:21])[CH2:12][O:13][C:14]2[CH:19]=[CH:18][C:17](Br)=[CH:16][N:15]=2)=[CH:8][S:7][CH:6]=1)=[O:4].[Cl:22][C:23]1[CH:28]=[CH:27][CH:26]=[CH:25][C:24]=1B(O)O.C(=O)([O-])[O-].[Cs+].[Cs+].O, predict the reaction product. The product is: [CH3:1][O:2][C:3]([C:5]1[C:9]([NH:10][C:11](=[O:21])[CH2:12][O:13][C:14]2[CH:19]=[CH:18][C:17]([C:24]3[CH:25]=[CH:26][CH:27]=[CH:28][C:23]=3[Cl:22])=[CH:16][N:15]=2)=[CH:8][S:7][CH:6]=1)=[O:4]. (7) Given the reactants C([Si]([O:8]/[C:9](/[C:12]1[CH:13]=[C:14]([CH3:18])[CH:15]=[CH:16][CH:17]=1)=[CH:10]\[CH3:11])(C)C)(C)(C)C.CC[C@@H]1[C@@H]2C[C@H]([C@@H](OC3C4C(=CC=CC=4)C(O[C@@H](C4C=CN=C5C=4C=C(OC)C=C5)[C@@H]4N5C[C@H](CC)[C@@H](CC5)C4)=NN=3)C3C=CN=C4C=3C=C([O:40]C)C=C4)N(CC2)C1.CS(N)(=O)=O.C(Cl)(Cl)Cl, predict the reaction product. The product is: [C:14]1([CH3:18])[CH:15]=[CH:16][CH:17]=[C:12]([C:9](=[O:8])[C@H:10]([OH:40])[CH3:11])[CH:13]=1.